From a dataset of Reaction yield outcomes from USPTO patents with 853,638 reactions. Predict the reaction yield, written as a fraction of the theoretical maximum amount of product (1.0 means a 100% yield; for example, 0.34 means a 34% yield). (1) The reactants are [H-].[Na+].[Cl:3][C:4]1[CH:9]=[CH:8][C:7]([CH2:10][C:11]#[N:12])=[CH:6][C:5]=1[F:13].C1OCCOCCOCCOCCOC1.[Na+].[I-].Cl[CH2:32][CH2:33][N:34]([CH2:42][CH2:43]Cl)[C:35](=[O:41])[O:36][C:37]([CH3:40])([CH3:39])[CH3:38]. The catalyst is CN(C=O)C. The product is [Cl:3][C:4]1[CH:9]=[CH:8][C:7]([C:10]2([C:11]#[N:12])[CH2:43][CH2:42][N:34]([C:35]([O:36][C:37]([CH3:39])([CH3:38])[CH3:40])=[O:41])[CH2:33][CH2:32]2)=[CH:6][C:5]=1[F:13]. The yield is 0.542. (2) The reactants are [CH:1]1([CH2:4][NH:5][C:6](=[O:12])[O:7][C:8]([CH3:11])([CH3:10])[CH3:9])[CH2:3][CH2:2]1.[Li]CCCC.Cl[CH2:19][O:20][CH3:21]. The catalyst is C1COCC1. The product is [CH:1]1([CH2:4][N:5]([CH2:19][O:20][CH3:21])[C:6](=[O:12])[O:7][C:8]([CH3:9])([CH3:11])[CH3:10])[CH2:2][CH2:3]1. The yield is 0.910. (3) The catalyst is CN(C=O)C. The reactants are Cl.[F:2][C:3]1[CH:4]=[C:5]2[C:10](=[C:11]([N:13]3[CH2:18][CH2:17][N:16]([CH3:19])[CH2:15][CH2:14]3)[CH:12]=1)[N:9]=[C:8]([C:20]([OH:22])=O)[CH:7]=[C:6]2[O:23][CH3:24].[O:25]1[CH2:30][CH2:29][N:28]([C:31]2[CH:37]=[CH:36][C:34]([NH2:35])=[CH:33][CH:32]=2)[CH2:27][CH2:26]1.CN(C(ON1N=NC2C=CC=CC1=2)=[N+](C)C)C.[B-](F)(F)(F)F.C1C=CC2N(O)N=NC=2C=1. The product is [N:28]1([C:31]2[CH:32]=[CH:33][C:34]([NH:35][C:20]([C:8]3[CH:7]=[C:6]([O:23][CH3:24])[C:5]4[C:10](=[C:11]([N:13]5[CH2:18][CH2:17][N:16]([CH3:19])[CH2:15][CH2:14]5)[CH:12]=[C:3]([F:2])[CH:4]=4)[N:9]=3)=[O:22])=[CH:36][CH:37]=2)[CH2:27][CH2:26][O:25][CH2:30][CH2:29]1. The yield is 0.930. (4) The reactants are Br[CH2:2][C:3]([C:5]1[CH:10]=[CH:9][CH:8]=[CH:7][C:6]=1[F:11])=O.[NH2:12][C:13](=[S:24])[CH2:14][N:15]([CH3:23])[C:16](=[O:22])[O:17][C:18]([CH3:21])([CH3:20])[CH3:19].C(=O)([O-])O.[Na+]. The catalyst is CN(C)C=O. The product is [F:11][C:6]1[CH:7]=[CH:8][CH:9]=[CH:10][C:5]=1[C:3]1[N:12]=[C:13]([CH2:14][N:15]([CH3:23])[C:16](=[O:22])[O:17][C:18]([CH3:19])([CH3:20])[CH3:21])[S:24][CH:2]=1. The yield is 0.700. (5) The catalyst is C1COCC1. The product is [N+:16]([C:13]1[CH:12]=[CH:11][C:10]([N:9]=[C:6]2[N:5]([CH3:21])[C:4]([CH3:19])([CH3:3])[CH2:8][O:7]2)=[CH:15][CH:14]=1)([O-:18])=[O:17]. The yield is 0.660. The reactants are [H-].[Na+].[CH3:3][C:4]1([CH3:19])[CH2:8][O:7][C:6](=[N:9][C:10]2[CH:15]=[CH:14][C:13]([N+:16]([O-:18])=[O:17])=[CH:12][CH:11]=2)[NH:5]1.I[CH3:21]. (6) The reactants are [Br:1][C:2]1[CH:10]=[CH:9][C:5]([C:6]([NH2:8])=O)=[C:4]([F:11])[CH:3]=1.COC(OC)[N:15]([CH3:17])C.O.[NH2:21]N. The catalyst is C(O)(=O)C. The product is [Br:1][C:2]1[CH:10]=[CH:9][C:5]([C:6]2[NH:15][CH:17]=[N:21][N:8]=2)=[C:4]([F:11])[CH:3]=1. The yield is 0.681. (7) The reactants are [NH:1]1[CH:5]=[C:4]([C:6]2[C:7]([C:15]3[CH:20]=[CH:19][CH:18]=[CH:17][CH:16]=3)=[N:8][O:9][C:10]=2[C:11]([F:14])([F:13])[F:12])[N:3]=[CH:2]1.[F:21][C:22]1[CH:27]=[CH:26][C:25](B(O)O)=[CH:24][CH:23]=1. No catalyst specified. The product is [F:21][C:22]1[CH:27]=[CH:26][C:25]([N:1]2[CH:5]=[C:4]([C:6]3[C:7]([C:15]4[CH:16]=[CH:17][CH:18]=[CH:19][CH:20]=4)=[N:8][O:9][C:10]=3[C:11]([F:14])([F:12])[F:13])[N:3]=[CH:2]2)=[CH:24][CH:23]=1. The yield is 0.520. (8) The reactants are C[O:2][C:3]([CH:5]1[CH2:8][N:7]([CH2:9][C:10]2[CH:15]=[CH:14][C:13]([C:16]3[CH:21]=[CH:20][C:19]([C:22](=[O:36])[CH:23]=[C:24]([C:26]4[CH:31]=[CH:30][CH:29]=[C:28]([C:32]([F:35])([F:34])[F:33])[CH:27]=4)[CH3:25])=[CH:18][CH:17]=3)=[CH:12][CH:11]=2)[CH2:6]1)=[O:4].COC(C1CN(CC2C=CC(OCC3C4C=C(Cl)C=CC=4OC=3)=CC=2)C1)=O. No catalyst specified. The product is [F:35][C:32]([F:33])([F:34])[C:28]1[CH:27]=[C:26]([C:24]([CH3:25])=[CH:23][C:22]([C:19]2[CH:18]=[CH:17][C:16]([C:13]3[CH:14]=[CH:15][C:10]([CH2:9][N:7]4[CH2:8][CH:5]([C:3]([OH:4])=[O:2])[CH2:6]4)=[CH:11][CH:12]=3)=[CH:21][CH:20]=2)=[O:36])[CH:31]=[CH:30][CH:29]=1. The yield is 0.620.